Predict which catalyst facilitates the given reaction. From a dataset of Catalyst prediction with 721,799 reactions and 888 catalyst types from USPTO. Reactant: [Cl:1][C:2]1[N:3]=[C:4](Cl)[C:5]2[CH2:11][CH2:10][N:9]([C:12]([O:14][C:15]([CH3:18])([CH3:17])[CH3:16])=[O:13])[CH2:8][C:6]=2[N:7]=1.[NH:20]1[C:28]2[C:23](=[CH:24][C:25]([NH2:29])=[CH:26][CH:27]=2)[CH:22]=[N:21]1.C([O-])([O-])=O.[Na+].[Na+]. Product: [NH:20]1[C:28]2[C:23](=[CH:24][C:25]([NH:29][C:4]3[C:5]4[CH2:11][CH2:10][N:9]([C:12]([O:14][C:15]([CH3:18])([CH3:17])[CH3:16])=[O:13])[CH2:8][C:6]=4[N:7]=[C:2]([Cl:1])[N:3]=3)=[CH:26][CH:27]=2)[CH:22]=[N:21]1. The catalyst class is: 3.